Dataset: Forward reaction prediction with 1.9M reactions from USPTO patents (1976-2016). Task: Predict the product of the given reaction. (1) Given the reactants [CH3:1][O:2][C:3]1[CH:12]=[CH:11][CH:10]=[C:9]2[C:4]=1[CH2:5][CH:6]([NH2:13])[CH2:7][O:8]2.Br[CH2:15][CH2:16][C:17]1[C:25]2[C:20](=[CH:21][CH:22]=[C:23]([F:26])[CH:24]=2)[NH:19][CH:18]=1.C(N(CC)CC)C.CCOC(C)=O.CCCCCC, predict the reaction product. The product is: [F:26][C:23]1[CH:24]=[C:25]2[C:20](=[CH:21][CH:22]=1)[NH:19][CH:18]=[C:17]2[CH2:16][CH2:15][NH:13][CH:6]1[CH2:5][C:4]2[C:9](=[CH:10][CH:11]=[CH:12][C:3]=2[O:2][CH3:1])[O:8][CH2:7]1. (2) Given the reactants [CH2:1]([NH:3][C:4]1[S:5][C@H:6]2[O:12][C@H:11]([C:13](=[O:22])[CH2:14][CH2:15][C:16]3[CH:21]=[CH:20][CH:19]=[CH:18][CH:17]=3)[C@@H:10]([OH:23])[C@H:9]([OH:24])[C@H:7]2[N:8]=1)[CH3:2].[BH4-].[Na+], predict the reaction product. The product is: [CH2:1]([NH:3][C:4]1[S:5][CH:6]2[O:12][CH:11]([C@@H:13]([OH:22])[CH2:14][CH2:15][C:16]3[CH:17]=[CH:18][CH:19]=[CH:20][CH:21]=3)[CH:10]([OH:23])[CH:9]([OH:24])[CH:7]2[N:8]=1)[CH3:2]. (3) The product is: [CH3:1][O:2][C:3]1[CH:4]=[CH:5][C:6]([C:12]([NH2:14])=[O:13])=[CH:7][C:8]=1[C:9]([NH:18][C:17]1[CH:19]=[CH:20][CH:21]=[CH:22][C:16]=1[CH3:15])=[O:11]. Given the reactants [CH3:1][O:2][C:3]1[C:8]([C:9]([OH:11])=O)=[CH:7][C:6]([C:12]([NH2:14])=[O:13])=[CH:5][CH:4]=1.[CH3:15][C:16]1[CH:22]=[CH:21][CH:20]=[CH:19][C:17]=1[NH2:18], predict the reaction product. (4) Given the reactants BrC1C=CC=C2C=1C(C1C(O)=CC3OCOC=3C=1)[C:5](=[O:16])N2CCCCC.[F:27][C:28]1[C:33]([F:34])=[CH:32][C:31]([CH:35]2[C:43]3[C:38](=[CH:39][CH:40]=[CH:41][CH:42]=3)[N:37]([CH2:44][CH2:45][CH2:46][CH2:47][CH3:48])[C:36]2=[O:49])=[C:30]([OH:50])[CH:29]=1, predict the reaction product. The product is: [F:27][C:28]1[C:33]([F:34])=[CH:32][C:31]([C:35]2([CH2:5][OH:16])[C:43]3[C:38](=[CH:39][CH:40]=[CH:41][CH:42]=3)[N:37]([CH2:44][CH2:45][CH2:46][CH2:47][CH3:48])[C:36]2=[O:49])=[C:30]([OH:50])[CH:29]=1. (5) The product is: [CH3:18][S:19]([O:10][CH2:9][C:3]1[C:2]([F:1])=[CH:7][C:6]([F:8])=[CH:5][N:4]=1)(=[O:21])=[O:20]. Given the reactants [F:1][C:2]1[C:3]([CH2:9][OH:10])=[N:4][CH:5]=[C:6]([F:8])[CH:7]=1.C(N(CC)CC)C.[CH3:18][S:19](Cl)(=[O:21])=[O:20], predict the reaction product. (6) Given the reactants [Cl:1][C:2]1[CH:7]=[CH:6][C:5]([C:8]2[CH:13]=[CH:12][C:11]([NH:14][C:15](=[O:26])/[CH:16]=[CH:17]/[C:18]3[CH:23]=[CH:22][C:21]([CH2:24]Cl)=[CH:20][CH:19]=3)=[CH:10][CH:9]=2)=[CH:4][CH:3]=1.CO[CH2:29][CH2:30][NH:31]C.[C:33](=O)([O-])[O-].[K+].[K+], predict the reaction product. The product is: [Cl:1][C:2]1[CH:7]=[CH:6][C:5]([C:8]2[CH:9]=[CH:10][C:11]([NH:14][C:15](=[O:26])/[CH:16]=[CH:17]/[C:18]3[CH:19]=[CH:20][C:21]([CH2:24][NH:31][CH:30]4[CH2:33][CH2:29]4)=[CH:22][CH:23]=3)=[CH:12][CH:13]=2)=[CH:4][CH:3]=1. (7) Given the reactants C([O:9][CH2:10][CH2:11][N:12]1[C:20]2[C:19](Cl)=[N:18][CH:17]=[N:16][C:15]=2[CH:14]=[CH:13]1)(=O)C1C=CC=CC=1.[NH2:22][C:23]1[CH:24]=[C:25]2[C:29](=[CH:30][CH:31]=1)[N:28]([CH2:32][C:33]1[CH:34]=[C:35]([CH:43]=[CH:44][CH:45]=1)[C:36]([NH:38][C:39]([CH3:42])([CH3:41])[CH3:40])=[O:37])[N:27]=[CH:26]2.C(O)(C)C.[OH-].[Na+], predict the reaction product. The product is: [C:39]([NH:38][C:36](=[O:37])[C:35]1[CH:43]=[CH:44][CH:45]=[C:33]([CH2:32][N:28]2[C:29]3[C:25](=[CH:24][C:23]([NH:22][C:19]4[C:20]5[N:12]([CH2:11][CH2:10][OH:9])[CH:13]=[CH:14][C:15]=5[N:16]=[CH:17][N:18]=4)=[CH:31][CH:30]=3)[CH:26]=[N:27]2)[CH:34]=1)([CH3:42])([CH3:40])[CH3:41]. (8) The product is: [Cl:15][C:9]1[CH:10]=[C:11]([Cl:14])[CH:12]=[CH:13][C:8]=1[C:6]1[N:7]=[C:2]([NH:21][CH2:22][CH2:23][NH:24][C:25]2[CH:32]=[CH:31][C:28]([C:29]#[N:30])=[CH:27][N:26]=2)[C:3]2[N:4]([CH:16]=[CH:17][N:18]=2)[CH:5]=1. Given the reactants Cl[C:2]1[C:3]2[N:4]([CH:16]=[CH:17][N:18]=2)[CH:5]=[C:6]([C:8]2[CH:13]=[CH:12][C:11]([Cl:14])=[CH:10][C:9]=2[Cl:15])[N:7]=1.Cl.Cl.[NH2:21][CH2:22][CH2:23][NH:24][C:25]1[CH:32]=[CH:31][C:28]([C:29]#[N:30])=[CH:27][N:26]=1.C(N(CC)C(C)C)(C)C, predict the reaction product.